The task is: Predict the product of the given reaction.. This data is from Forward reaction prediction with 1.9M reactions from USPTO patents (1976-2016). (1) Given the reactants [NH2:1][C:2]1[C:7]([O:8][CH2:9][CH:10]2[CH2:15][CH2:14][N:13](C(OC(C)(C)C)=O)[CH2:12][CH2:11]2)=[CH:6][C:5]([C:23]2[N:24]=[CH:25][N:26]([CH3:28])[CH:27]=2)=[CH:4][N:3]=1.Cl, predict the reaction product. The product is: [CH3:28][N:26]1[CH:27]=[C:23]([C:5]2[CH:6]=[C:7]([O:8][CH2:9][CH:10]3[CH2:15][CH2:14][NH:13][CH2:12][CH2:11]3)[C:2]([NH2:1])=[N:3][CH:4]=2)[N:24]=[CH:25]1. (2) The product is: [CH2:33]([O:35][CH:36]([O:1][C@H:2]1[CH2:6][N:5]([C:7]([O:9][CH2:10][C:11]2[CH:12]=[CH:13][CH:14]=[CH:15][CH:16]=2)=[O:8])[C@H:4]([C:17]([O:19][CH3:20])=[O:18])[CH2:3]1)[CH3:37])[CH3:34]. Given the reactants [OH:1][C@H:2]1[CH2:6][N:5]([C:7]([O:9][CH2:10][C:11]2[CH:16]=[CH:15][CH:14]=[CH:13][CH:12]=2)=[O:8])[C@H:4]([C:17]([O:19][CH3:20])=[O:18])[CH2:3]1.FC(F)(F)C(O)=O.C(=O)(O)[O-].[Na+].[CH:33]([O:35][CH2:36][CH3:37])=[CH2:34], predict the reaction product.